From a dataset of Reaction yield outcomes from USPTO patents with 853,638 reactions. Predict the reaction yield, written as a fraction of the theoretical maximum amount of product (1.0 means a 100% yield; for example, 0.34 means a 34% yield). (1) The reactants are [CH3:1][C:2]1[CH:3]=[C:4]2[C:9](=[CH:10][CH:11]=1)[NH:8][C:7](=[O:12])[CH:6]=[CH:5]2.[H-].[Na+].Br[CH2:16][CH2:17][CH2:18]Cl.C([O-])([O-])=O.[K+].[K+].[CH2:26]([CH:30]1[CH2:35][CH2:34][NH:33][CH2:32][CH2:31]1)[CH2:27][CH2:28][CH3:29]. The catalyst is CC#N.O.CCOC(C)=O.C(OCC)C.CN(C=O)C. The product is [CH2:26]([CH:30]1[CH2:35][CH2:34][N:33]([CH2:16][CH2:17][CH2:18][N:8]2[C:9]3[C:4](=[CH:3][C:2]([CH3:1])=[CH:11][CH:10]=3)[CH:5]=[CH:6][C:7]2=[O:12])[CH2:32][CH2:31]1)[CH2:27][CH2:28][CH3:29]. The yield is 0.230. (2) The reactants are [CH:1]([C:3]1[CH:8]=[CH:7][C:6](/[CH:9]=[CH:10]/[C:11]([O:13][CH2:14][CH3:15])=[O:12])=[CH:5][CH:4]=1)=O.[N:16]1([C:22]2[CH:23]=[CH:24][C:25]3[N:26]([C:28]([C:31]([F:34])([F:33])[F:32])=[N:29][N:30]=3)[N:27]=2)[CH2:21][CH2:20][NH:19][CH2:18][CH2:17]1. No catalyst specified. The product is [F:34][C:31]([F:32])([F:33])[C:28]1[N:26]2[N:27]=[C:22]([N:16]3[CH2:21][CH2:20][N:19]([CH2:1][C:3]4[CH:8]=[CH:7][C:6](/[CH:9]=[CH:10]/[C:11]([O:13][CH2:14][CH3:15])=[O:12])=[CH:5][CH:4]=4)[CH2:18][CH2:17]3)[CH:23]=[CH:24][C:25]2=[N:30][N:29]=1. The yield is 0.590. (3) The reactants are [F:1][C:2]1([CH3:30])[CH2:5][N:4]([C:6]([C:8]2[CH:17]=[CH:16][C:15]3[C:10](=[C:11]([C:18]4[CH:23]=[CH:22][C:21]([C:24]5[CH:25]=[N:26][N:27]([CH3:29])[CH:28]=5)=[CH:20][CH:19]=4)[CH:12]=[N:13][CH:14]=3)[N:9]=2)=[O:7])[CH2:3]1.C(OO)(=O)C.C1(C)C=CC(S(Cl)(=O)=O)=CC=1.C(C[NH2:50])O. The catalyst is C(Cl)Cl.O. The product is [NH2:50][C:14]1[N:13]=[CH:12][C:11]([C:18]2[CH:23]=[CH:22][C:21]([C:24]3[CH:25]=[N:26][N:27]([CH3:29])[CH:28]=3)=[CH:20][CH:19]=2)=[C:10]2[C:15]=1[CH:16]=[CH:17][C:8]([C:6]([N:4]1[CH2:5][C:2]([F:1])([CH3:30])[CH2:3]1)=[O:7])=[N:9]2. The yield is 0.270. (4) The reactants are [N:1]1([CH2:7][C:8]2[CH:13]=[CH:12][C:11]([C:14]#[C:15][C:16]3[CH:23]=[CH:22][C:19]([C:20]#N)=[CH:18][CH:17]=3)=[CH:10][CH:9]=2)[CH2:6][CH2:5][O:4][CH2:3][CH2:2]1.[Li+].[OH-:25].[OH2:26]. The catalyst is O1CCOCC1. The product is [N:1]1([CH2:7][C:8]2[CH:13]=[CH:12][C:11]([C:14]#[C:15][C:16]3[CH:23]=[CH:22][C:19]([C:20]([OH:26])=[O:25])=[CH:18][CH:17]=3)=[CH:10][CH:9]=2)[CH2:6][CH2:5][O:4][CH2:3][CH2:2]1. The yield is 0.710. (5) The reactants are [C:1]([O:5][C:6]([N:8]1[CH2:13][CH2:12][C:11]([C:16]2[CH:21]=[CH:20][CH:19]=[C:18](Cl)[CH:17]=2)([C:14]#[N:15])[CH2:10][CH2:9]1)=[O:7])([CH3:4])([CH3:3])[CH3:2].[CH3:23][N:24]1[CH:28]=[C:27](B2OC(C)(C)C(C)(C)O2)[CH:26]=[N:25]1.P([O-])([O-])([O-])=O.[K+].[K+].[K+].C(O)C. The catalyst is CC(C)([P](C(C)(C)C)([Pd][P](C(C)(C)C)(C(C)(C)C)C(C)(C)C)C(C)(C)C)C.O.C1(C)C=CC=CC=1.CO. The product is [C:1]([O:5][C:6]([N:8]1[CH2:13][CH2:12][C:11]([C:14]#[N:15])([C:16]2[CH:21]=[CH:20][CH:19]=[C:18]([C:27]3[CH:26]=[N:25][N:24]([CH3:23])[CH:28]=3)[CH:17]=2)[CH2:10][CH2:9]1)=[O:7])([CH3:4])([CH3:3])[CH3:2]. The yield is 0.960. (6) The reactants are [Br:1][C:2]1[CH:3]=[C:4]([CH:9](O)[CH3:10])[CH:5]=[CH:6][C:7]=1[F:8].C([SiH](CC)CC)C. The catalyst is FC(F)(F)C(O)=O. The product is [Br:1][C:2]1[CH:3]=[C:4]([CH2:9][CH3:10])[CH:5]=[CH:6][C:7]=1[F:8]. The yield is 0.850.